From a dataset of Full USPTO retrosynthesis dataset with 1.9M reactions from patents (1976-2016). Predict the reactants needed to synthesize the given product. (1) Given the product [Cl:1][C:2]1[N:7]=[C:6]([NH:8][CH2:9][CH2:10][O:11][CH2:12][CH2:13][O:14][Si:28]([CH3:30])([CH3:29])[C:25]([CH3:27])([CH3:26])[CH3:24])[C:5]([C:15]([O:17][CH3:18])=[O:16])=[CH:4][N:3]=1, predict the reactants needed to synthesize it. The reactants are: [Cl:1][C:2]1[N:7]=[C:6]([NH:8][CH2:9][CH2:10][O:11][CH2:12][CH2:13][OH:14])[C:5]([C:15]([O:17][CH3:18])=[O:16])=[CH:4][N:3]=1.N1C=CN=C1.[CH3:24][C:25]([Si:28](Cl)([CH3:30])[CH3:29])([CH3:27])[CH3:26]. (2) Given the product [OH:1][C:2]([C:19]1[CH:20]=[CH:21][CH:22]=[CH:23][CH:24]=1)([C:13]1[CH:14]=[CH:15][CH:16]=[CH:17][CH:18]=1)[C:3]([O:5][CH2:6][CH:7]1[CH2:12][CH2:11][N:10]([CH2:40][C:39]2[CH:38]=[CH:37][C:36]([O:35][CH2:34][CH2:33][CH2:32][CH2:31][CH2:30][CH:26]3[O:25][CH2:29][CH2:28][O:27]3)=[CH:43][CH:42]=2)[CH2:9][CH2:8]1)=[O:4], predict the reactants needed to synthesize it. The reactants are: [OH:1][C:2]([C:19]1[CH:24]=[CH:23][CH:22]=[CH:21][CH:20]=1)([C:13]1[CH:18]=[CH:17][CH:16]=[CH:15][CH:14]=1)[C:3]([O:5][CH2:6][CH:7]1[CH2:12][CH2:11][NH:10][CH2:9][CH2:8]1)=[O:4].[O:25]1[CH2:29][CH2:28][O:27][CH:26]1[CH2:30][CH2:31][CH2:32][CH2:33][CH2:34][O:35][C:36]1[CH:43]=[CH:42][C:39]([CH:40]=O)=[CH:38][CH:37]=1.C(O[BH-](OC(=O)C)OC(=O)C)(=O)C.[Na+]. (3) Given the product [N:20]1([C:17]2[N:16]=[CH:15][C:14]([C:11]3[CH:10]=[N:9][NH:8][C:12]=3[NH2:13])=[CH:19][CH:18]=2)[CH2:21][CH2:22][CH2:23][CH2:24]1, predict the reactants needed to synthesize it. The reactants are: COC1C=CC(C[N:8]2[C:12]([NH2:13])=[C:11]([C:14]3[CH:15]=[N:16][C:17]([N:20]4[CH2:24][CH2:23][CH2:22][CH2:21]4)=[CH:18][CH:19]=3)[CH:10]=[N:9]2)=CC=1.FC(F)(F)C(O)=O.O(S(C(F)(F)F)(=O)=O)S(C(F)(F)F)(=O)=O. (4) The reactants are: [CH2:1]([C:4]1[CH:25]=[CH:24][C:7]([NH:8][C:9]2[C:21]([F:22])=[C:20]([F:23])[CH:19]=[CH:18][C:10]=2[C:11]([NH:13][O:14][CH2:15][CH2:16][OH:17])=[O:12])=[C:6]([F:26])[CH:5]=1)[CH:2]=[CH2:3]. Given the product [F:22][C:21]1[C:9]([NH:8][C:7]2[CH:24]=[CH:25][C:4]([CH2:1][CH2:2][CH3:3])=[CH:5][C:6]=2[F:26])=[C:10]([CH:18]=[CH:19][C:20]=1[F:23])[C:11]([NH:13][O:14][CH2:15][CH2:16][OH:17])=[O:12], predict the reactants needed to synthesize it.